From a dataset of Forward reaction prediction with 1.9M reactions from USPTO patents (1976-2016). Predict the product of the given reaction. (1) Given the reactants [Br:1][C:2]1[CH:3]=[C:4]([CH2:7][OH:8])[S:5][CH:6]=1.[H-].[Na+].[CH2:11](Br)[C:12]1[CH:17]=[CH:16][CH:15]=[CH:14][CH:13]=1.O, predict the reaction product. The product is: [CH2:11]([O:8][CH2:7][C:4]1[S:5][CH:6]=[C:2]([Br:1])[CH:3]=1)[C:12]1[CH:17]=[CH:16][CH:15]=[CH:14][CH:13]=1. (2) Given the reactants [CH3:1][CH:2]1[C:6](=[O:7])[O:5][C:4]2[CH2:8][C@H:9]([CH3:12])[CH2:10][CH2:11][C:3]1=2.CC1C2CCC(C)CC=2[O:16]C=1, predict the reaction product. The product is: [OH:16][C:4]12[CH2:8][CH:9]([CH3:12])[CH2:10][CH2:11][C:3]1=[C:2]([CH3:1])[C:6](=[O:7])[O:5]2. (3) The product is: [CH3:1][CH:2]([N:10]1[CH:14]=[C:13]([C:15]2[C:16]3[CH:23]=[CH:22][N:21]([CH2:24][O:25][CH2:26][CH2:27][Si:28]([CH3:30])([CH3:29])[CH3:31])[C:17]=3[N:18]=[CH:19][N:20]=2)[CH:12]=[N:11]1)[CH2:3][N:4]1[CH2:9][CH2:8][N:7]([S:47]([C:44]2[CH:45]=[CH:46][N:42]([CH3:41])[N:43]=2)(=[O:49])=[O:48])[CH2:6][CH2:5]1. Given the reactants [CH3:1][CH:2]([N:10]1[CH:14]=[C:13]([C:15]2[C:16]3[CH:23]=[CH:22][N:21]([CH2:24][O:25][CH2:26][CH2:27][Si:28]([CH3:31])([CH3:30])[CH3:29])[C:17]=3[N:18]=[CH:19][N:20]=2)[CH:12]=[N:11]1)[CH2:3][N:4]1[CH2:9][CH2:8][NH:7][CH2:6][CH2:5]1.CCN(C(C)C)C(C)C.[CH3:41][N:42]1[CH:46]=[CH:45][C:44]([S:47](Cl)(=[O:49])=[O:48])=[N:43]1, predict the reaction product. (4) The product is: [C:43]([N:27]1[CH2:28][CH2:29][CH:24]([CH2:23][CH2:22][O:21][CH2:20][C:19]2[C:14]3[C:13](=[O:30])[NH:12][C:11]([C:9]([NH:8][CH2:7][C:6]4[CH:31]=[CH:32][CH:33]=[C:4]([O:3][CH3:2])[CH:5]=4)=[O:10])=[N:16][C:15]=3[S:17][CH:18]=2)[CH2:25][CH2:26]1)(=[O:45])[CH3:44]. Given the reactants Cl.[CH3:2][O:3][C:4]1[CH:5]=[C:6]([CH:31]=[CH:32][CH:33]=1)[CH2:7][NH:8][C:9]([C:11]1[NH:12][C:13](=[O:30])[C:14]2[C:19]([CH2:20][O:21][CH2:22][CH2:23][CH:24]3[CH2:29][CH2:28][NH:27][CH2:26][CH2:25]3)=[CH:18][S:17][C:15]=2[N:16]=1)=[O:10].C(N(CC)C(C)C)(C)C.[C:43](Cl)(=[O:45])[CH3:44], predict the reaction product. (5) Given the reactants [F:1][C:2]1[CH:42]=[N:41][C:5]2[N:6]([C:31]3[CH:32]=[C:33]([CH:38]=[CH:39][CH:40]=3)[C:34]([O:36]C)=[O:35])[C:7](=[O:30])[N:8]([C@H:11]3[CH2:16][CH2:15][C@@H:14]([NH:17][C:18]([C:20]4[N:21]=[C:22]5[CH:27]=[CH:26][C:25]([F:28])=[CH:24][N:23]5[CH:29]=4)=[O:19])[CH2:13][CH2:12]3)[C:9](=[O:10])[C:4]=2[CH:3]=1.[OH-].[Li+].C(O)(=O)C, predict the reaction product. The product is: [F:1][C:2]1[CH:42]=[N:41][C:5]2[N:6]([C:31]3[CH:32]=[C:33]([CH:38]=[CH:39][CH:40]=3)[C:34]([OH:36])=[O:35])[C:7](=[O:30])[N:8]([C@H:11]3[CH2:12][CH2:13][C@@H:14]([NH:17][C:18]([C:20]4[N:21]=[C:22]5[CH:27]=[CH:26][C:25]([F:28])=[CH:24][N:23]5[CH:29]=4)=[O:19])[CH2:15][CH2:16]3)[C:9](=[O:10])[C:4]=2[CH:3]=1. (6) Given the reactants [N:1]1[CH:6]=[CH:5][CH:4]=[N:3][C:2]=1[N:7]1[CH2:18][CH2:17][C:10]2([NH:14][C:13](=[O:15])[NH:12][C:11]2=[O:16])[CH2:9][CH2:8]1.C([O-])([O-])=O.[K+].[K+].Br[CH2:26][C:27]1[N:37]([CH2:38][C:39]([CH3:42])([CH3:41])[CH3:40])[C:30]2[N:31]=[C:32]([C:35]#[N:36])[N:33]=[CH:34][C:29]=2[CH:28]=1, predict the reaction product. The product is: [CH3:40][C:39]([CH3:42])([CH3:41])[CH2:38][N:37]1[C:30]2[N:31]=[C:32]([C:35]#[N:36])[N:33]=[CH:34][C:29]=2[CH:28]=[C:27]1[CH2:26][N:12]1[C:11](=[O:16])[C:10]2([CH2:9][CH2:8][N:7]([C:2]3[N:3]=[CH:4][CH:5]=[CH:6][N:1]=3)[CH2:18][CH2:17]2)[NH:14][C:13]1=[O:15].